From a dataset of Full USPTO retrosynthesis dataset with 1.9M reactions from patents (1976-2016). Predict the reactants needed to synthesize the given product. (1) Given the product [C:1]([O:5][C:6](=[O:12])[CH2:7][CH2:8][C:9]([NH:29][CH:30]([C:36](=[O:38])[CH3:37])[C:31]([O:33][CH2:34][CH3:35])=[O:32])=[O:11])([CH3:2])([CH3:3])[CH3:4], predict the reactants needed to synthesize it. The reactants are: [C:1]([O:5][C:6](=[O:12])[CH2:7][CH2:8][C:9]([OH:11])=O)([CH3:4])([CH3:3])[CH3:2].CN1CCOCC1.ClC(OCC(C)C)=O.Cl.[NH2:29][CH:30]([C:36](=[O:38])[CH3:37])[C:31]([O:33][CH2:34][CH3:35])=[O:32]. (2) Given the product [CH3:22][O:23][C:9]([C:7]1[C:6]([CH2:19][CH2:20][CH3:21])=[CH:5][C:3]([NH2:4])=[C:2]([CH3:1])[CH:8]=1)([C:14]([F:16])([F:15])[F:17])[C:10]([F:12])([F:11])[F:13], predict the reactants needed to synthesize it. The reactants are: [CH3:1][C:2]1[CH:8]=[C:7]([C:9](F)([C:14]([F:17])([F:16])[F:15])[C:10]([F:13])([F:12])[F:11])[C:6]([CH2:19][CH2:20][CH3:21])=[CH:5][C:3]=1[NH2:4].[CH3:22][O-:23].[Na+]. (3) Given the product [F:11][C:12]1[CH:17]=[C:16]([O:18][CH2:19][C:20]2[CH:21]=[CH:22][CH:23]=[C:24]3[C:29]=2[N:28]([S:7]([C:1]2[CH:6]=[CH:5][CH:4]=[CH:3][CH:2]=2)(=[O:9])=[O:8])[CH2:27][CH2:26][CH2:25]3)[CH:15]=[CH:14][C:13]=1[CH2:30][CH2:31][C:32]([O:34][CH2:35][CH3:36])=[O:33], predict the reactants needed to synthesize it. The reactants are: [C:1]1([S:7](Cl)(=[O:9])=[O:8])[CH:6]=[CH:5][CH:4]=[CH:3][CH:2]=1.[F:11][C:12]1[CH:17]=[C:16]([O:18][CH2:19][C:20]2[CH:21]=[CH:22][CH:23]=[C:24]3[C:29]=2[NH:28][CH2:27][CH2:26][CH2:25]3)[CH:15]=[CH:14][C:13]=1[CH2:30][CH2:31][C:32]([O:34][CH2:35][CH3:36])=[O:33]. (4) Given the product [CH3:7][O:8][C:9]([C:11]1([CH3:1])[CH2:12][CH2:13][CH2:14][CH2:15][CH2:16]1)=[O:10], predict the reactants needed to synthesize it. The reactants are: [C:1](=O)([O-])O.[Na+].Cl.[CH3:7][O:8][C:9]([C@H:11]1[CH2:16][CH2:15][C@H:14](CN)[CH2:13][CH2:12]1)=[O:10].C1C2C(COC(N=C=S)=O)C3C(=CC=CC=3)C=2C=CC=1.N1CCCCC1. (5) Given the product [CH2:1]([O:8][C:9]1[CH:18]=[CH:17][CH:16]=[C:15]2[C:10]=1[CH2:11][CH2:12][CH2:13][CH:14]2[C:19]([N:31]([C:28]1[CH:27]=[CH:26][C:25]([CH:22]([CH3:24])[CH3:23])=[CH:30][CH:29]=1)[CH2:32][C:33]1[CH:34]=[N:35][C:36]([O:39][C:40]2[CH:45]=[CH:44][CH:43]=[CH:42][CH:41]=2)=[CH:37][CH:38]=1)=[O:20])[C:2]1[CH:3]=[CH:4][CH:5]=[CH:6][CH:7]=1, predict the reactants needed to synthesize it. The reactants are: [CH2:1]([O:8][C:9]1[CH:18]=[CH:17][CH:16]=[C:15]2[C:10]=1[CH2:11][CH2:12][CH2:13][CH:14]2[C:19](O)=[O:20])[C:2]1[CH:7]=[CH:6][CH:5]=[CH:4][CH:3]=1.[CH:22]([C:25]1[CH:30]=[CH:29][C:28]([NH:31][CH2:32][C:33]2[CH:34]=[N:35][C:36]([O:39][C:40]3[CH:45]=[CH:44][CH:43]=[CH:42][CH:41]=3)=[CH:37][CH:38]=2)=[CH:27][CH:26]=1)([CH3:24])[CH3:23]. (6) Given the product [CH:14]12[CH:17]([CH:18]=[O:19])[CH:11]([CH2:16][CH2:15]1)[CH2:12][CH2:13]2, predict the reactants needed to synthesize it. The reactants are: C(Cl)(=O)C(Cl)=O.CS(C)=O.[CH:11]12[CH:17]([CH2:18][OH:19])[CH:14]([CH2:15][CH2:16]1)[CH2:13][CH2:12]2.C(N(CC)CC)C. (7) Given the product [CH3:23][O:22][C:19]1[CH:18]=[CH:17][C:16]([CH2:15][C:14]2[C:9](=[O:8])[NH:10][CH:11]=[CH:12][CH:24]=2)=[CH:21][CH:20]=1, predict the reactants needed to synthesize it. The reactants are: C([O:8][C:9]1[C:14]([CH2:15][C:16]2[CH:21]=[CH:20][C:19]([O:22][CH3:23])=[CH:18][CH:17]=2)=N[CH:12]=[CH:11][N:10]=1)C1C=CC=CC=1.[CH2:24](O)C.